Dataset: Catalyst prediction with 721,799 reactions and 888 catalyst types from USPTO. Task: Predict which catalyst facilitates the given reaction. (1) Reactant: [CH2:1]([C:3]1[S:28][C:6]2[N:7]([CH2:13][C:14]3[CH:19]=[CH:18][C:17]([C:20]4[C:21]([C:26]#[N:27])=[CH:22][CH:23]=[CH:24][CH:25]=4)=[CH:16][CH:15]=3)[C:8](=[O:12])[NH:9][C:10](=[O:11])[C:5]=2[CH:4]=1)[CH3:2].Br[CH2:30][C:31]([C:33]1[CH:38]=[CH:37][CH:36]=[CH:35][C:34]=1[O:39][CH3:40])=[O:32].CN(C)C=O.[H-].[Na+]. Product: [CH2:1]([C:3]1[S:28][C:6]2[N:7]([CH2:13][C:14]3[CH:19]=[CH:18][C:17]([C:20]4[C:21]([C:26]#[N:27])=[CH:22][CH:23]=[CH:24][CH:25]=4)=[CH:16][CH:15]=3)[C:8](=[O:12])[N:9]([CH2:30][C:31]([C:33]3[CH:38]=[CH:37][CH:36]=[CH:35][C:34]=3[O:39][CH3:40])=[O:32])[C:10](=[O:11])[C:5]=2[CH:4]=1)[CH3:2]. The catalyst class is: 13. (2) Reactant: [F:1][CH:2]([F:20])[O:3][C:4]1[CH:9]=[CH:8][C:7]([CH:10]([NH2:16])[CH2:11][S:12]([CH3:15])(=[O:14])=[O:13])=[CH:6][C:5]=1[O:17][CH2:18][CH3:19].CCN(CC)CC.C[O:29][C:30](=O)[C:31]1[C:36]([NH:37][C:38]([CH:40]2[CH2:42][CH2:41]2)=[O:39])=[CH:35][CH:34]=[CH:33][C:32]=1[CH2:43]Br. Product: [F:20][CH:2]([F:1])[O:3][C:4]1[CH:9]=[CH:8][C:7]([CH:10]([N:16]2[C:30](=[O:29])[C:31]3[C:32](=[CH:33][CH:34]=[CH:35][C:36]=3[NH:37][C:38]([CH:40]3[CH2:42][CH2:41]3)=[O:39])[CH2:43]2)[CH2:11][S:12]([CH3:15])(=[O:14])=[O:13])=[CH:6][C:5]=1[O:17][CH2:18][CH3:19]. The catalyst class is: 3. (3) Reactant: [CH:1]1([CH:6]([F:18])[C:7]2[CH:12]=[CH:11][C:10]([C:13]3([C:16]#N)[CH2:15][CH2:14]3)=[CH:9][CH:8]=2)[CH2:5][CH2:4][CH2:3][CH2:2]1.[OH-:19].[Na+].C(O)C[OH:23]. Product: [CH:1]1([CH:6]([F:18])[C:7]2[CH:12]=[CH:11][C:10]([C:13]3([C:16]([OH:23])=[O:19])[CH2:15][CH2:14]3)=[CH:9][CH:8]=2)[CH2:5][CH2:4][CH2:3][CH2:2]1. The catalyst class is: 6. (4) Reactant: [N:1]1([C:5]2[S:6][C@H:7]3[O:13][C@@H:12]([CH2:14][OH:15])[C@H:11](C4C=CC=CC=4C([O-])=O)[C@H](C4C=CC=CC=4C([O-])=O)[C@H:8]3[N:9]=2)[CH2:4][CH2:3][CH2:2]1.CCN(S(F)(F)[F:40])CC.CO.[C:45]([O-:48])([O-])=O.[K+].[K+]. Product: [N:1]1([C:5]2[S:6][C@H:7]3[O:13][C@H:12]([CH2:11][F:40])[C@@H:14]([OH:15])[C@H:45]([OH:48])[C@H:8]3[N:9]=2)[CH2:4][CH2:3][CH2:2]1. The catalyst class is: 585. (5) Product: [C:10]([O:9][C:7]([N:1]1[CH2:5][CH2:4][C@H:3]([OH:6])[CH2:2]1)=[O:8])([CH3:13])([CH3:12])[CH3:11]. The catalyst class is: 7. Reactant: [NH:1]1[CH2:5][CH2:4][C@H:3]([OH:6])[CH2:2]1.[C:7](O[C:7]([O:9][C:10]([CH3:13])([CH3:12])[CH3:11])=[O:8])([O:9][C:10]([CH3:13])([CH3:12])[CH3:11])=[O:8].C(N(CC)CC)C. (6) Reactant: C(O)=O.[CH3:4][N:5]([CH3:36])[C:6](=[O:35])[O:7][C:8]1[CH:13]=[CH:12][C:11]([CH2:14][CH2:15][NH:16][C:17]([N:19]2[CH2:24][CH2:23][CH:22]([NH:25][C:26]3[CH:31]=[CH:30][C:29]([CH2:32][CH2:33][NH2:34])=[CH:28][CH:27]=3)[CH2:21][CH2:20]2)=[O:18])=[CH:10][CH:9]=1.C([Si]([O:54][C:55]1[CH:60]=[CH:59][C:58]([O:61][CH2:62][CH:63]2[CH2:65][O:64]2)=[CH:57][CH:56]=1)(C1C=CC=CC=1)C1C=CC=CC=1)(C)(C)C. Product: [OH:64][C@H:63]([CH2:62][O:61][C:58]1[CH:59]=[CH:60][C:55]([OH:54])=[CH:56][CH:57]=1)[CH2:65][NH:34][CH2:33][CH2:32][C:29]1[CH:28]=[CH:27][C:26]([NH:25][CH:22]2[CH2:21][CH2:20][N:19]([C:17]([NH:16][CH2:15][CH2:14][C:11]3[CH:10]=[CH:9][C:8]([O:7][C:6](=[O:35])[N:5]([CH3:4])[CH3:36])=[CH:13][CH:12]=3)=[O:18])[CH2:24][CH2:23]2)=[CH:31][CH:30]=1. The catalyst class is: 147. (7) Reactant: [CH2:1]([N:8]1[CH2:13][CH2:12][C:11](=O)[CH2:10][C:9]1=[O:15])[C:2]1[CH:7]=[CH:6][CH:5]=[CH:4][CH:3]=1.[CH2:16]([NH2:19])[CH:17]=[CH2:18].C(O[BH-](OC(=O)C)OC(=O)C)(=O)C.[Na+].[BH4-].[Na+]. Product: [NH3:8].[CH2:16]([NH:19][CH:11]1[CH2:12][CH2:13][N:8]([CH2:1][C:2]2[CH:7]=[CH:6][CH:5]=[CH:4][CH:3]=2)[C:9](=[O:15])[CH2:10]1)[CH:17]=[CH2:18]. The catalyst class is: 26.